This data is from Full USPTO retrosynthesis dataset with 1.9M reactions from patents (1976-2016). The task is: Predict the reactants needed to synthesize the given product. (1) Given the product [CH3:33][C:29]1[N:26]=[C:25]([N:3]2[CH:2]([CH3:1])[CH2:8][C:7]3[CH:9]=[C:10]4[O:15][CH2:14][O:13][C:11]4=[CH:12][C:6]=3[C:5]([C:16]3[CH:17]=[CH:18][C:19]([N+:22]([O-:24])=[O:23])=[CH:20][CH:21]=3)=[N:4]2)[S:27][C:30]=1[CH3:31], predict the reactants needed to synthesize it. The reactants are: [CH3:1][CH:2]1[CH2:8][C:7]2[CH:9]=[C:10]3[O:15][CH2:14][O:13][C:11]3=[CH:12][C:6]=2[C:5]([C:16]2[CH:21]=[CH:20][C:19]([N+:22]([O-:24])=[O:23])=[CH:18][CH:17]=2)=[N:4][N:3]1[C:25](=[S:27])[NH2:26].Cl[CH:29]([CH3:33])[C:30](=O)[CH3:31]. (2) Given the product [NH2:1][C:2]1[N:10]=[C:9]2[C:5]([N:6]=[CH:7][N:8]2[CH2:18][CH3:19])=[C:4]([N:11]2[CH:16]=[CH:15][C:14](=[O:17])[CH:13]=[CH:12]2)[N:3]=1, predict the reactants needed to synthesize it. The reactants are: [NH2:1][C:2]1[N:10]=[C:9]2[C:5]([NH:6][CH:7]=[N:8]2)=[C:4]([N:11]2[CH:16]=[CH:15][C:14](=[O:17])[CH:13]=[CH:12]2)[N:3]=1.[CH2:18](I)[CH2:19]C.C([O-])([O-])=O.[K+].[K+]. (3) Given the product [Br:1][C:2]1[C:14]2[C:13]3[CH:12]=[CH:11][C:10]([C:15]4[C:20]([F:21])=[CH:19][CH:18]=[C:17]([NH:22][S:23]([CH2:26][CH2:27][CH3:28])(=[O:25])=[O:24])[C:16]=4[F:29])=[CH:9][C:8]=3[CH:7]=[N:6][C:5]=2[N:4]([C:37]([O:39][C:40]([CH3:43])([CH3:42])[CH3:41])=[O:38])[N:3]=1, predict the reactants needed to synthesize it. The reactants are: [Br:1][C:2]1[C:14]2[C:13]3[CH:12]=[CH:11][C:10]([C:15]4[C:16]([F:29])=[C:17]([NH:22][S:23]([CH2:26][CH2:27][CH3:28])(=[O:25])=[O:24])[CH:18]=[CH:19][C:20]=4[F:21])=[CH:9][C:8]=3[CH:7]=[N:6][C:5]=2[NH:4][N:3]=1.C(N(CC)CC)C.[C:37](O[C:37]([O:39][C:40]([CH3:43])([CH3:42])[CH3:41])=[O:38])([O:39][C:40]([CH3:43])([CH3:42])[CH3:41])=[O:38]. (4) The reactants are: [CH:1]([C:3]1[CH:8]=[CH:7][C:6]([S:9](Cl)(=[O:11])=[O:10])=[CH:5][CH:4]=1)=[O:2].[OH:13][CH:14]1[CH2:19][CH2:18][NH:17][CH2:16][CH2:15]1.C([O-])(O)=O.[Na+]. Given the product [OH:13][CH:14]1[CH2:19][CH2:18][N:17]([S:9]([C:6]2[CH:7]=[CH:8][C:3]([CH:1]=[O:2])=[CH:4][CH:5]=2)(=[O:11])=[O:10])[CH2:16][CH2:15]1, predict the reactants needed to synthesize it.